Task: Predict the reactants needed to synthesize the given product.. Dataset: Full USPTO retrosynthesis dataset with 1.9M reactions from patents (1976-2016) (1) The reactants are: [CH3:1][O:2][C:3](=[O:21])/[C:4](/[NH:13][C:14]([O:16][C:17]([CH3:20])([CH3:19])[CH3:18])=[O:15])=[CH:5]/[C:6]1[N:7]([CH3:12])[N:8]=[C:9]([CH3:11])[CH:10]=1. Given the product [CH3:1][O:2][C:3](=[O:21])[C@@H:4]([NH:13][C:14]([O:16][C:17]([CH3:19])([CH3:18])[CH3:20])=[O:15])[CH2:5][C:6]1[N:7]([CH3:12])[N:8]=[C:9]([CH3:11])[CH:10]=1, predict the reactants needed to synthesize it. (2) Given the product [Br:1][C:2]1[CH:12]=[CH:11][C:5]([C:6]([O:8][CH2:9][CH3:10])=[O:7])=[C:4]([CH:13]=[O:17])[CH:3]=1, predict the reactants needed to synthesize it. The reactants are: [Br:1][C:2]1[CH:12]=[CH:11][C:5]([C:6]([O:8][CH2:9][CH3:10])=[O:7])=[C:4]([CH:13](Br)Br)[CH:3]=1.[N+]([O-])([O-])=[O:17].[K+].S(=O)(=O)(O)O. (3) Given the product [CH2:1]([O:8][C:9]([NH:11][C@H:12]([C:20]1[N:24]([C@@H:25]([CH3:30])[C:26]([OH:28])=[O:27])[N:23]=[N:22][N:21]=1)[CH2:13][C:14]1[CH:19]=[CH:18][CH:17]=[CH:16][CH:15]=1)=[O:10])[C:2]1[CH:7]=[CH:6][CH:5]=[CH:4][CH:3]=1, predict the reactants needed to synthesize it. The reactants are: [CH2:1]([O:8][C:9]([NH:11][C@H:12]([C:20]1[N:24]([C@@H:25]([CH3:30])[C:26]([O:28]C)=[O:27])[N:23]=[N:22][N:21]=1)[CH2:13][C:14]1[CH:19]=[CH:18][CH:17]=[CH:16][CH:15]=1)=[O:10])[C:2]1[CH:7]=[CH:6][CH:5]=[CH:4][CH:3]=1.C1COCC1.[Li+].[OH-].